From a dataset of Full USPTO retrosynthesis dataset with 1.9M reactions from patents (1976-2016). Predict the reactants needed to synthesize the given product. Given the product [ClH:36].[NH2:28][CH2:27][C:7]1[N:8]([CH2:23][CH:24]([CH3:25])[CH3:26])[C:9](=[O:22])[C:10]2[C:15]([C:6]=1[O:5][CH2:1][CH2:2][CH2:3][CH3:4])=[CH:14][C:13]([C:16]1[N:20]=[C:19]([CH3:21])[O:18][N:17]=1)=[CH:12][CH:11]=2, predict the reactants needed to synthesize it. The reactants are: [CH2:1]([O:5][C:6]1[C:15]2[C:10](=[CH:11][CH:12]=[C:13]([C:16]3[N:20]=[C:19]([CH3:21])[O:18][N:17]=3)[CH:14]=2)[C:9](=[O:22])[N:8]([CH2:23][CH:24]([CH3:26])[CH3:25])[C:7]=1[CH2:27][NH:28]C(=O)OC(C)(C)C)[CH2:2][CH2:3][CH3:4].[ClH:36].